From a dataset of Forward reaction prediction with 1.9M reactions from USPTO patents (1976-2016). Predict the product of the given reaction. Given the reactants [Cl:1][C:2]1[N:3]=[CH:4][C:5]2[S:10][CH:9]=[C:8]([C:11]([OH:13])=O)[C:6]=2[N:7]=1.[N:14]1[C:23]2[C:18](=[N:19][CH:20]=[CH:21][CH:22]=2)[CH:17]=[CH:16][C:15]=1[NH2:24].C(N(C(C)C)CC)(C)C.F[P-](F)(F)(F)(F)F.N1(OC(N(C)C)=[N+](C)C)C2N=CC=CC=2N=N1, predict the reaction product. The product is: [Cl:1][C:2]1[N:3]=[CH:4][C:5]2[S:10][CH:9]=[C:8]([C:11]([NH:24][C:15]3[CH:16]=[CH:17][C:18]4[C:23](=[CH:22][CH:21]=[CH:20][N:19]=4)[N:14]=3)=[O:13])[C:6]=2[N:7]=1.